This data is from Reaction yield outcomes from USPTO patents with 853,638 reactions. The task is: Predict the reaction yield, written as a fraction of the theoretical maximum amount of product (1.0 means a 100% yield; for example, 0.34 means a 34% yield). (1) The yield is 0.650. The reactants are [C:1]([O:5][CH:6]([C:11]1[C:12]([CH3:30])=[N:13][C:14]([N:24]2[CH2:29][CH2:28][CH2:27][CH2:26][CH2:25]2)=[N:15][C:16]=1[C:17]1[CH:22]=[CH:21][C:20]([CH3:23])=[CH:19][CH:18]=1)[C:7]([O:9]C)=[O:8])([CH3:4])([CH3:3])[CH3:2].[OH-].[Na+]. The product is [C:1]([O:5][CH:6]([C:11]1[C:12]([CH3:30])=[N:13][C:14]([N:24]2[CH2:25][CH2:26][CH2:27][CH2:28][CH2:29]2)=[N:15][C:16]=1[C:17]1[CH:18]=[CH:19][C:20]([CH3:23])=[CH:21][CH:22]=1)[C:7]([OH:9])=[O:8])([CH3:4])([CH3:3])[CH3:2]. The catalyst is ClCCl.CO. (2) The reactants are [N:1]1[CH:6]=[CH:5][N:4]=[CH:3][C:2]=1[C:7]([NH:9][C:10]1[C:18]2[C:13](=[N:14][CH:15]=[C:16]([C:33]([F:36])([F:35])[F:34])[C:17]=2[N:19]2[CH2:24][CH2:23][CH2:22][C@@H:21]([NH:25]C(=O)OC(C)(C)C)[CH2:20]2)[NH:12][CH:11]=1)=[O:8].C(O)(C(F)(F)F)=O.C(Cl)[Cl:45]. No catalyst specified. The product is [ClH:45].[NH2:25][C@@H:21]1[CH2:22][CH2:23][CH2:24][N:19]([C:17]2[C:16]([C:33]([F:35])([F:36])[F:34])=[CH:15][N:14]=[C:13]3[NH:12][CH:11]=[C:10]([NH:9][C:7]([C:2]4[CH:3]=[N:4][CH:5]=[CH:6][N:1]=4)=[O:8])[C:18]=23)[CH2:20]1. The yield is 0.620. (3) The reactants are OC1C(OC)=CC2N([C:9]3[S:13][C:12]([C:14]([O:16][CH3:17])=[O:15])=[C:11]([O:18][CH2:19][C:20]4[CH:25]=[CH:24][CH:23]=[CH:22][C:21]=4[C:26]([F:29])([F:28])[F:27])[CH:10]=3)C=NC=2C=1.CC([Si](C1C=CC=CC=1)(C1C=CC=CC=1)[O:39][C:40]1[C:41](C2SC(C(OC)=O)=C(OCC3C=CC=CC=3C(F)(F)F)C=2)([O:49][CH3:50])[CH:42]=[C:43]2[N:47]=[CH:46][N:45]=[C:44]2[CH:48]=1)(C)C.[F-].C([N+](CCCC)(CCCC)CCCC)CCC. No catalyst specified. The product is [OH:39][C:40]1[C:41]([O:49][CH3:50])=[CH:42][C:43]2[N:47]=[CH:46][N:45]([C:9]3[S:13][C:12]([C:14]([O:16][CH3:17])=[O:15])=[C:11]([O:18][CH2:19][C:20]4[CH:25]=[CH:24][CH:23]=[CH:22][C:21]=4[C:26]([F:28])([F:27])[F:29])[CH:10]=3)[C:44]=2[CH:48]=1. The yield is 0.820.